Dataset: Catalyst prediction with 721,799 reactions and 888 catalyst types from USPTO. Task: Predict which catalyst facilitates the given reaction. Reactant: C(N(CC)CC)C.[CH3:8][S:9](Cl)(=[O:11])=[O:10].[CH3:13][CH:14]([CH3:25])[CH2:15][CH:16]([OH:24])[CH2:17][CH2:18][C:19]1[S:20][CH:21]=[CH:22][CH:23]=1. Product: [CH3:8][S:9]([O:24][CH:16]([CH2:15][CH:14]([CH3:25])[CH3:13])[CH2:17][CH2:18][C:19]1[S:20][CH:21]=[CH:22][CH:23]=1)(=[O:11])=[O:10]. The catalyst class is: 4.